From a dataset of Catalyst prediction with 721,799 reactions and 888 catalyst types from USPTO. Predict which catalyst facilitates the given reaction. Reactant: CS([C:4]1[N:9]=[C:8]([NH:10][CH2:11][C:12]2[CH:17]=[CH:16][C:15]([O:18][CH3:19])=[C:14]([Cl:20])[CH:13]=2)[C:7]([C:21]([O:23][CH2:24][CH3:25])=[O:22])=[CH:6][N:5]=1)=O.[OH-].[Na+].CN(C)C(=[O:32])C.C(O)(=O)CC(CC(O)=O)(C(O)=O)O. Product: [OH:32][C:4]1[N:9]=[C:8]([NH:10][CH2:11][C:12]2[CH:17]=[CH:16][C:15]([O:18][CH3:19])=[C:14]([Cl:20])[CH:13]=2)[C:7]([C:21]([O:23][CH2:24][CH3:25])=[O:22])=[CH:6][N:5]=1. The catalyst class is: 30.